Task: Predict the product of the given reaction.. Dataset: Forward reaction prediction with 1.9M reactions from USPTO patents (1976-2016) (1) Given the reactants [F:1][C:2]1[CH:9]=[CH:8][C:5]([C:6]#[N:7])=[CH:4][CH:3]=1.[NH2:10][OH:11].Cl, predict the reaction product. The product is: [F:1][C:2]1[CH:9]=[CH:8][C:5]([C:6]([NH:10][OH:11])=[NH:7])=[CH:4][CH:3]=1. (2) Given the reactants Br[C:2]1[C:3]2[C:8]([CH:9]=[C:10]3[C:15]=1[CH:14]=[CH:13][CH:12]=[CH:11]3)=[CH:7][CH:6]=[CH:5][CH:4]=2.B(O)O.C(=O)([O-])[O-].[Na+].[Na+], predict the reaction product. The product is: [CH:4]1[C:3]2[C:2](=[CH:15][CH:10]=[CH:9][CH:8]=2)[CH:6]=[CH:5][C:4]=1[C:3]1[C:2]2[C:11]([CH:10]=[C:9]3[C:8]=1[CH:7]=[CH:7][CH:6]=[CH:5]3)=[CH:12][CH:13]=[CH:14][CH:15]=2. (3) Given the reactants [Br:1][C:2]1[CH:10]=[C:6]([C:7]([OH:9])=O)[C:5]([OH:11])=[CH:4][CH:3]=1.[C:12]([O:16][C:17](=[O:33])[NH:18][CH:19]1[CH2:24][CH2:23][N:22]([C:25]2[CH:30]=[CH:29][C:28]([NH2:31])=[CH:27][C:26]=2[F:32])[CH2:21][CH2:20]1)([CH3:15])([CH3:14])[CH3:13].Cl.C(N=C=NCCCN(C)C)C.ON1C2C=CC=CC=2N=N1.C(N(CC)CC)C.C(=O)([O-])O.[Na+], predict the reaction product. The product is: [C:12]([O:16][C:17](=[O:33])[NH:18][CH:19]1[CH2:24][CH2:23][N:22]([C:25]2[CH:30]=[CH:29][C:28]([NH:31][C:7](=[O:9])[C:6]3[CH:10]=[C:2]([Br:1])[CH:3]=[CH:4][C:5]=3[OH:11])=[CH:27][C:26]=2[F:32])[CH2:21][CH2:20]1)([CH3:15])([CH3:13])[CH3:14]. (4) Given the reactants [Cl:1][C:2]1[C:7]([O:8][CH3:9])=[CH:6][C:5]([N:10](CC2C=CC(OC)=CC=2)[C:11]2[C:20]3[C:15](=[CH:16][C:17](F)=[C:18]([O:21][CH3:22])[CH:19]=3)[N:14]=[CH:13][N:12]=2)=[C:4]([O:33][CH3:34])[CH:3]=1.[O:35]1[CH2:40][CH2:39][CH2:38][CH2:37][CH:36]1[CH2:41][OH:42].C[Si]([N-][Si](C)(C)C)(C)C.[Na+], predict the reaction product. The product is: [Cl:1][C:2]1[C:7]([O:8][CH3:9])=[CH:6][C:5]([NH:10][C:11]2[C:20]3[C:15](=[CH:16][C:17]([O:42][CH2:41][CH:36]4[CH2:37][CH2:38][CH2:39][CH2:40][O:35]4)=[C:18]([O:21][CH3:22])[CH:19]=3)[N:14]=[CH:13][N:12]=2)=[C:4]([O:33][CH3:34])[CH:3]=1. (5) Given the reactants [CH3:1][C@@:2]12[C:21](OS(C(F)(F)F)(=O)=O)=[CH:20][CH2:19][C@H:3]1[C@H:4]1[C@H:9]([CH2:10][CH2:11]2)[C@:8]([CH2:13][CH2:14][C:15]([OH:17])=[O:16])([CH3:12])[C:7](=[O:18])[CH2:6][CH2:5]1.[N:30]1[CH:35]=[CH:34][CH:33]=[C:32](B(O)O)[CH:31]=1.C([O-])([O-])=O.[Na+].[Na+], predict the reaction product. The product is: [CH3:1][C@@:2]12[C:21]([C:32]3[CH:31]=[N:30][CH:35]=[CH:34][CH:33]=3)=[CH:20][CH2:19][C@H:3]1[C@H:4]1[C@H:9]([CH2:10][CH2:11]2)[C@:8]([CH2:13][CH2:14][C:15]([OH:17])=[O:16])([CH3:12])[C:7](=[O:18])[CH2:6][CH2:5]1.